Dataset: Forward reaction prediction with 1.9M reactions from USPTO patents (1976-2016). Task: Predict the product of the given reaction. (1) Given the reactants Cl[C:2]1[C:3](=[O:13])[N:4]([CH:9]([CH3:12])[CH2:10][CH3:11])[CH:5]=[C:6]([Cl:8])[N:7]=1.[Br:14][C:15]1[CH:16]=[C:17]2[C:21](=[C:22]([Cl:24])[CH:23]=1)[NH:20][CH2:19][CH2:18]2, predict the reaction product. The product is: [Br:14][C:15]1[CH:16]=[C:17]2[C:21](=[C:22]([Cl:24])[CH:23]=1)[N:20]([C:2]1[C:3](=[O:13])[N:4]([CH:9]([CH3:12])[CH2:10][CH3:11])[CH:5]=[C:6]([Cl:8])[N:7]=1)[CH2:19][CH2:18]2. (2) Given the reactants C(NC(C)C)(C)C.C([Li])CCC.[Li+].CC([N-]C(C)C)C.[F:21][C:22]1[CH:27]=[CH:26][C:25]([F:28])=[CH:24][N:23]=1.[B:29](OC(C)C)([O:34]C(C)C)[O:30]C(C)C, predict the reaction product. The product is: [F:21][C:22]1[CH:27]=[C:26]([B:29]([OH:34])[OH:30])[C:25]([F:28])=[CH:24][N:23]=1. (3) Given the reactants [NH:1]1[CH2:5][CH2:4][C:3]2([C:17]3[NH:16][C:15]4[C:10](=[CH:11][CH:12]=[CH:13][CH:14]=4)[C:9]=3[CH2:8][CH2:7][NH:6]2)[CH2:2]1.CCN(C(C)C)C(C)C.Br[CH2:28][CH2:29][O:30][C:31]1[CH:36]=[CH:35][CH:34]=[CH:33][CH:32]=1, predict the reaction product. The product is: [O:30]([CH2:29][CH2:28][N:1]1[CH2:5][CH2:4][C:3]2([C:17]3[NH:16][C:15]4[C:10](=[CH:11][CH:12]=[CH:13][CH:14]=4)[C:9]=3[CH2:8][CH2:7][NH:6]2)[CH2:2]1)[C:31]1[CH:36]=[CH:35][CH:34]=[CH:33][CH:32]=1. (4) Given the reactants [C:1](=[O:13])([O:3][C:4]1([C:9](C)(C)C)[CH:6](CBr)[CH2:5]1)[NH2:2].Br[CH2:15][CH:16]1[CH2:21][CH2:20][CH2:19][CH2:18]O1.[NH:22]1[C:30]2[C:25](=[CH:26][CH:27]=[CH:28][CH:29]=2)[C:24]2([C:34]3=[CH:35][C:36]4[O:40][CH2:39][O:38][C:37]=4[CH:41]=[C:33]3[O:32][CH2:31]2)[C:23]1=[O:42].N1C2C(=CC=CC=2)C2(COC3C=C4C(=CC2=3)CCO4)C1=O, predict the reaction product. The product is: [CH:20]1([CH:21]([NH:2][C:1](=[O:13])[O:3][C:4]([CH3:9])([CH3:6])[CH3:5])[CH2:16][CH2:15][N:22]2[C:30]3[C:25](=[CH:26][CH:27]=[CH:28][CH:29]=3)[C:24]3([C:34]4=[CH:35][C:36]5[O:40][CH2:39][O:38][C:37]=5[CH:41]=[C:33]4[O:32][CH2:31]3)[C:23]2=[O:42])[CH2:19][CH2:18]1.